Dataset: HIV replication inhibition screening data with 41,000+ compounds from the AIDS Antiviral Screen. Task: Binary Classification. Given a drug SMILES string, predict its activity (active/inactive) in a high-throughput screening assay against a specified biological target. (1) The molecule is CCOC(=O)C(C(=O)c1ccc[nH]1)=C1CCCN1C. The result is 0 (inactive). (2) The drug is Cc1cc(Cl)ccc1NC1=NC(=O)C(CC(=O)Nc2cccc(Cl)c2)S1. The result is 0 (inactive). (3) The drug is O=C(O)c1cccc(S(=O)(=O)c2ccc([N+](=O)[O-])cc2)c1. The result is 0 (inactive). (4) The drug is Cc1nc(Nc2ccc(Cl)c(Cl)c2)sc1C(C=Cc1ccc2c(c1)OCO2)=NNc1ccc([N+](=O)[O-])cc1[N+](=O)[O-]. The result is 0 (inactive). (5) The molecule is Oc1ccccc1C=NNC(=S)Nc1cccc2cc3ccccc3nc12. The result is 0 (inactive). (6) The molecule is CC(=O)Nc1cnc2c(nc3cc(C)ccn32)c1C. The result is 0 (inactive).